This data is from Reaction yield outcomes from USPTO patents with 853,638 reactions. The task is: Predict the reaction yield, written as a fraction of the theoretical maximum amount of product (1.0 means a 100% yield; for example, 0.34 means a 34% yield). (1) The reactants are [Cl:1][C:2]1[CH:19]=[CH:18][C:17]([Cl:20])=[CH:16][C:3]=1[CH2:4][N:5]1[CH2:10][CH2:9][NH:8][C:7]2[N:11]=[CH:12][C:13](I)=[CH:14][C:6]1=2.[CH2:21]([N:24]1[CH2:29][CH2:28][S:27](=[O:31])(=[O:30])[CH2:26][CH2:25]1)[C:22]#[CH:23]. No catalyst specified. The product is [Cl:1][C:2]1[CH:19]=[CH:18][C:17]([Cl:20])=[CH:16][C:3]=1[CH2:4][N:5]1[CH2:10][CH2:9][NH:8][C:7]2[N:11]=[CH:12][C:13]([C:23]#[C:22][CH2:21][N:24]3[CH2:25][CH2:26][S:27](=[O:31])(=[O:30])[CH2:28][CH2:29]3)=[CH:14][C:6]1=2. The yield is 0.340. (2) The reactants are [NH2:1][CH2:2][CH:3]([OH:5])[CH3:4].Cl[C:7](=[O:13])[C:8]([O:10][CH2:11][CH3:12])=[O:9]. The catalyst is C(Cl)Cl. The product is [OH:5][CH:3]([CH3:4])[CH2:2][NH:1][C:7](=[O:13])[C:8]([O:10][CH2:11][CH3:12])=[O:9]. The yield is 0.510. (3) The reactants are [CH2:1]([N:8]1[CH2:13][CH:12]=[C:11]([C:14]2[CH:19]=[CH:18][C:17]([F:20])=[CH:16][CH:15]=2)[CH2:10][CH2:9]1)[C:2]1[CH:7]=[CH:6][CH:5]=[CH:4][CH:3]=1.Cl.[CH2:22]=[O:23].[OH-].[Na+]. The catalyst is O. The product is [CH2:1]([N:8]1[CH2:9][CH:10]=[C:11]([C:14]2[CH:15]=[CH:16][C:17]([F:20])=[CH:18][CH:19]=2)[CH:12]([CH2:22][OH:23])[CH2:13]1)[C:2]1[CH:3]=[CH:4][CH:5]=[CH:6][CH:7]=1. The yield is 0.780. (4) The reactants are [CH3:1][O:2][C:3]([C:5]1[N:6]=[CH:7][NH:8][CH:9]=1)=[O:4].[H-].[Na+].F[C:13]1[CH:18]=[CH:17][CH:16]=[C:15]([N+:19]([O-:21])=[O:20])[CH:14]=1. The catalyst is CO. The product is [CH3:1][O:2][C:3]([C:5]1[N:6]=[CH:7][N:8]([C:13]2[CH:18]=[CH:17][CH:16]=[C:15]([N+:19]([O-:21])=[O:20])[CH:14]=2)[CH:9]=1)=[O:4]. The yield is 0.670. (5) The reactants are C([O:3][C:4](=O)[C:5]([N:8]1[CH2:13][CH2:12][CH:11]([C:14]2[CH:36]=[CH:35][C:17]3[C:18]4[N:22]([CH2:23][CH2:24][O:25][C:16]=3[CH:15]=2)[CH:21]=[C:20]([C:26]2[N:27]([CH:32]([CH3:34])[CH3:33])[N:28]=[C:29]([CH3:31])[N:30]=2)[N:19]=4)[CH2:10][CH2:9]1)([CH3:7])[CH3:6])C.[H-].[Al+3].[Li+].[H-].[H-].[H-]. The catalyst is C1COCC1. The product is [CH:32]([N:27]1[C:26]([C:20]2[N:19]=[C:18]3[C:17]4[CH:35]=[CH:36][C:14]([CH:11]5[CH2:10][CH2:9][N:8]([C:5]([CH3:7])([CH3:6])[CH2:4][OH:3])[CH2:13][CH2:12]5)=[CH:15][C:16]=4[O:25][CH2:24][CH2:23][N:22]3[CH:21]=2)=[N:30][C:29]([CH3:31])=[N:28]1)([CH3:34])[CH3:33]. The yield is 0.470. (6) The reactants are Br[CH2:2][C:3]([C:5]1[CH:10]=[CH:9][CH:8]=[CH:7][C:6]=1[O:11][CH3:12])=O.[NH2:13][C:14]([NH2:16])=[S:15]. The catalyst is C(O)C. The product is [CH3:12][O:11][C:6]1[CH:7]=[CH:8][CH:9]=[CH:10][C:5]=1[C:3]1[N:13]=[C:14]([NH2:16])[S:15][CH:2]=1. The yield is 0.920.